This data is from Orexin1 receptor HTS with 218,158 compounds and 233 confirmed actives. The task is: Binary Classification. Given a drug SMILES string, predict its activity (active/inactive) in a high-throughput screening assay against a specified biological target. (1) The drug is O=C(Nc1c(ccc(c1)C)C)Cn1nnc(c1N)C(=O)NCc1cc(OC)ccc1. The result is 0 (inactive). (2) The molecule is S(=O)(=O)(N1CCCC1)c1cc(NCC(=O)Nc2ccc(S(=O)(=O)N(C)C)cc2)c(OCC(F)(F)F)cc1. The result is 0 (inactive). (3) The molecule is O=C(N1C(CCCC1)CC)c1noc(c1)COc1cc2c(nccc2)cc1. The result is 0 (inactive). (4) The compound is O=c1n(CC(=O)NCCN(CC)CC)c(cc2c1cccc2)C. The result is 0 (inactive). (5) The molecule is O=c1n2CCCc2nc2c1ccc(c2)C(Oc1cc(ccc1)C#N)=O. The result is 0 (inactive). (6) The compound is S(=O)(=O)(NC)c1cc(C(=O)NCC(N2CCCCC2)(C)C)ccc1. The result is 0 (inactive). (7) The compound is FC(F)(COc1c(cc(NC(=O)c2cc(OC)c(OC)cc2)cc1)C(F)(F)F)C(F)F. The result is 0 (inactive).